The task is: Predict which catalyst facilitates the given reaction.. This data is from Catalyst prediction with 721,799 reactions and 888 catalyst types from USPTO. (1) Reactant: [NH2:1][C:2]1[CH:3]=[C:4]2[C:8](=[CH:9][CH:10]=1)[NH:7][CH:6]=[C:5]2[CH:11]1[CH2:15][CH2:14][CH:13]([N:16]([CH2:24][CH3:25])[C:17](=[O:23])[O:18][C:19]([CH3:22])([CH3:21])[CH3:20])[CH2:12]1.I.[S:27]1[CH:31]=[CH:30][CH:29]=[C:28]1[C:32](SC)=[NH:33]. Product: [CH2:24]([N:16]([CH:13]1[CH2:14][CH2:15][CH:11]([C:5]2[C:4]3[C:8](=[CH:9][CH:10]=[C:2]([NH:1][C:32]([C:28]4[S:27][CH:31]=[CH:30][CH:29]=4)=[NH:33])[CH:3]=3)[NH:7][CH:6]=2)[CH2:12]1)[C:17](=[O:23])[O:18][C:19]([CH3:20])([CH3:21])[CH3:22])[CH3:25]. The catalyst class is: 14. (2) Reactant: [CH:1]1([NH:7][C:8]2[C:12]3([CH2:17][CH2:16][N:15]([CH2:18][C:19]4[CH:24]=[CH:23][C:22](I)=[CH:21][CH:20]=4)[CH2:14][CH2:13]3)[N:11]([C:26]3[CH:31]=[CH:30][C:29]([CH:32]=[CH2:33])=[CH:28][CH:27]=3)[C:10](=[O:34])[N:9]=2)[CH2:6][CH2:5][CH2:4][CH2:3][CH2:2]1.B1[CH:40]2[CH2:41][CH2:42][CH2:43][CH:36]1CCC2.[CH3:44]COC(C)=O. Product: [CH:1]1([NH:7][C:8]2[C:12]34[CH2:17][CH2:16][N:15]([CH2:14][CH2:13]3)[CH2:18][C:19]3[CH:24]=[CH:23][C:22](=[CH:21][CH:20]=3)[CH2:44][C:42]3[CH:41]=[CH:40][C:33](=[CH:36][CH:43]=3)[CH2:32][C:29]3[CH:30]=[CH:31][C:26](=[CH:27][CH:28]=3)[N:11]4[C:10](=[O:34])[N:9]=2)[CH2:6][CH2:5][CH2:4][CH2:3][CH2:2]1. The catalyst class is: 257. (3) Reactant: [H-].[Na+].[NH:3]1[C:7]2[CH:8]=[CH:9][CH:10]=[CH:11][C:6]=2[N:5]=[C:4]1[O:12][C:13]1[CH:18]=[CH:17][C:16]([N:19]2[C:23]3=[N:24][CH:25]=[CH:26][CH:27]=[C:22]3[C:21]([CH3:29])([CH3:28])[C:20]2=[O:30])=[CH:15][CH:14]=1.[CH3:31]I.[Cl-].[Cl-].[Ca+2]. Product: [CH3:29][C:21]1([CH3:28])[C:22]2[C:23](=[N:24][CH:25]=[CH:26][CH:27]=2)[N:19]([C:16]2[CH:17]=[CH:18][C:13]([O:12][C:4]3[N:5]([CH3:31])[C:6]4[CH:11]=[CH:10][CH:9]=[CH:8][C:7]=4[N:3]=3)=[CH:14][CH:15]=2)[C:20]1=[O:30]. The catalyst class is: 121. (4) Reactant: [C:1]([C:3]([C:6]1[CH:7]=[C:8]([CH:12]=[CH:13][CH:14]=1)C(O)=O)([CH3:5])[CH3:4])#[N:2].C1(P(N=[N+]=[N-])(C2C=CC=CC=2)=[O:22])C=CC=CC=1.C([N:34]([CH2:37]C)CC)C.Cl.[NH2:40][C:41]1[CH:42]=[CH:43][C:44]([CH3:59])=[C:45]([NH:47][C:48]([C:50]2[S:58][C:53]3=[N:54][CH:55]=[CH:56][N:57]=[C:52]3[CH:51]=2)=[O:49])[CH:46]=1. Product: [C:1]([C:3]([C:6]1[CH:7]=[C:8]([NH:34][C:37](=[O:22])[NH:40][C:41]2[CH:42]=[CH:43][C:44]([CH3:59])=[C:45]([NH:47][C:48]([C:50]3[S:58][C:53]4=[N:54][CH:55]=[CH:56][N:57]=[C:52]4[CH:51]=3)=[O:49])[CH:46]=2)[CH:12]=[CH:13][CH:14]=1)([CH3:4])[CH3:5])#[N:2]. The catalyst class is: 247. (5) Reactant: C(OC(=O)[NH:10][CH:11]1[CH2:18][CH2:17][CH2:16][CH:15]([OH:19])[CH2:14][CH2:13][CH2:12]1)C1C=CC=CC=1. Product: [NH2:10][CH:11]1[CH2:18][CH2:17][CH2:16][CH:15]([OH:19])[CH2:14][CH2:13][CH2:12]1. The catalyst class is: 105.